From a dataset of Forward reaction prediction with 1.9M reactions from USPTO patents (1976-2016). Predict the product of the given reaction. (1) Given the reactants C(O[C:4]([C:6]1[CH:7]=[C:8]2[C:12](=[CH:13][CH:14]=1)[NH:11][N:10]=[C:9]2[C:15]1[CH:24]=[CH:23][C:22]2[C:17](=[CH:18][CH:19]=[C:20]([O:25][CH3:26])[CH:21]=2)[CH:16]=1)=[NH:5])C.[N:27]1([CH2:33][C:34]([NH:36][NH2:37])=O)[CH2:32][CH2:31][CH2:30][CH2:29][CH2:28]1, predict the reaction product. The product is: [CH3:26][O:25][C:20]1[CH:21]=[C:22]2[C:17](=[CH:18][CH:19]=1)[CH:16]=[C:15]([C:9]1[C:8]3[C:12](=[CH:13][CH:14]=[C:6]([C:4]4[N:5]=[C:34]([CH2:33][N:27]5[CH2:32][CH2:31][CH2:30][CH2:29][CH2:28]5)[NH:36][N:37]=4)[CH:7]=3)[NH:11][N:10]=1)[CH:24]=[CH:23]2. (2) Given the reactants [CH3:1][C:2]1[C:3](=[O:16])[CH:4]=[C:5]([CH2:8][O:9]C2CCCCO2)[O:6][CH:7]=1.C(=O)([O-])[O-].[K+].[K+].C(Cl)(Cl)Cl, predict the reaction product. The product is: [OH:9][CH2:8][C:5]1[O:6][CH:7]=[C:2]([CH3:1])[C:3](=[O:16])[CH:4]=1. (3) Given the reactants Br[C:2]1[CH:7]=[CH:6][C:5]([CH2:8][C:9]([O:11][CH2:12][CH3:13])=[O:10])=[C:4]([Cl:14])[CH:3]=1.[CH3:15][C:16]1([CH3:32])[C:20]([CH3:22])([CH3:21])[O:19][B:18]([B:18]2[O:19][C:20]([CH3:22])([CH3:21])[C:16]([CH3:32])([CH3:15])[O:17]2)[O:17]1.C([O-])(=O)C.[K+], predict the reaction product. The product is: [Cl:14][C:4]1[CH:3]=[C:2]([B:18]2[O:19][C:20]([CH3:22])([CH3:21])[C:16]([CH3:32])([CH3:15])[O:17]2)[CH:7]=[CH:6][C:5]=1[CH2:8][C:9]([O:11][CH2:12][CH3:13])=[O:10]. (4) Given the reactants Br[C:2]1[C:3]2[N:4]([N:10]=[C:11]([C:13]([F:16])([F:15])[F:14])[N:12]=2)[C:5]([O:8][CH3:9])=[CH:6][CH:7]=1.C(C(CCCC)C([O-])=O)C.[K+].[Cl:28][C:29]1[N:30]=[N:31][C:32](Cl)=[CH:33][CH:34]=1.C(=O)([O-])[O-].[Na+].[Na+], predict the reaction product. The product is: [Cl:28][C:29]1[N:30]=[N:31][C:32]([C:2]2[C:3]3[N:4]([N:10]=[C:11]([C:13]([F:16])([F:15])[F:14])[N:12]=3)[C:5]([O:8][CH3:9])=[CH:6][CH:7]=2)=[CH:33][CH:34]=1. (5) Given the reactants [CH2:1]([N:3]([CH2:69][CH3:70])[C:4]1[CH:9]=[CH:8][C:7]([NH:10][C:11](=[O:49])[C:12]2[CH:48]=[CH:47][CH:46]=[C:14]([C:15]([N:17]([CH3:45])[CH2:18][CH2:19][N:20]([CH3:44])[CH2:21][CH2:22][O:23][CH2:24][CH2:25][O:26][CH2:27][CH2:28][O:29][CH2:30][CH2:31][NH:32][C:33](=[O:43])[NH:34]CCN3CCOCC3)=[O:16])[CH:13]=2)=[C:6]([C:50]2[CH:55]=[C:54]([C:56](=[O:68])[NH:57][C@@H:58]3[C:67]4[C:62](=[CH:63][CH:64]=[CH:65][CH:66]=4)[CH2:61][CH2:60][CH2:59]3)[CH:53]=[CH:52][N:51]=2)[CH:5]=1)[CH3:2].C(N(CC)C1C=CC(NC(C2C=C(C(=O)N(C)CCN(C)CCOCCOCCOCCNC(=O)OC3C=CC([N+]([O-])=O)=CC=3)C=CC=2)=O)=C(C2C=C(C(=O)N[C@@H]3C4C(=CC=CC=4)CCC3)C=CN=2)C=1)C, predict the reaction product. The product is: [NH2:34][C:33](=[O:43])[NH:32][CH2:31][CH2:30][O:29][CH2:28][CH2:27][O:26][CH2:25][CH2:24][O:23][CH2:22][CH2:21][N:20]([CH3:44])[CH2:19][CH2:18][N:17]([CH3:45])[C:15](=[O:16])[C:14]1[CH:46]=[CH:47][CH:48]=[C:12]([C:11]([NH:10][C:7]2[CH:8]=[CH:9][C:4]([N:3]([CH2:1][CH3:2])[CH2:69][CH3:70])=[CH:5][C:6]=2[C:50]2[CH:55]=[C:54]([C:56](=[O:68])[NH:57][C@@H:58]3[C:67]4[C:62](=[CH:63][CH:64]=[CH:65][CH:66]=4)[CH2:61][CH2:60][CH2:59]3)[CH:53]=[CH:52][N:51]=2)=[O:49])[CH:13]=1. (6) Given the reactants [Na].[CH3:2][O:3][C:4](=[O:26])[CH2:5][N:6]1[C:14](=[O:15])[C:13]2[C:8](=[CH:9][CH:10]=[C:11]([O:16][C:17]3[C:22](C)=[CH:21][CH:20]=[CH:19][C:18]=3C)[CH:12]=2)[C:7]1=[O:25].[CH2:27](O)[CH2:28][CH2:29]C, predict the reaction product. The product is: [CH2:2]([O:3][C:4]([C:5]1[N:6]=[C:14]([OH:15])[C:13]2[C:8]([C:7]=1[OH:25])=[CH:9][CH:10]=[C:11]([O:16][CH:17]1[CH2:18][CH2:19][CH2:20][CH2:21][CH2:22]1)[CH:12]=2)=[O:26])[CH2:27][CH2:28][CH3:29]. (7) Given the reactants [Cl:1][C:2]1[CH:3]=[C:4]([CH:40]=[CH:41][CH:42]=1)[CH2:5][NH:6][C:7]([C:9]1[CH:10]=[CH:11][C:12]([CH3:39])=[C:13]([NH:15][C:16]([C:18]2[C:19](=[O:38])[NH:20][C:21]3[C:26]([CH:27]=2)=[CH:25][C:24]([O:28]CC2C=CC=CC=2)=[C:23]([O:36][CH3:37])[CH:22]=3)=[O:17])[CH:14]=1)=[O:8].B(Cl)(Cl)Cl, predict the reaction product. The product is: [Cl:1][C:2]1[CH:3]=[C:4]([CH:40]=[CH:41][CH:42]=1)[CH2:5][NH:6][C:7]([C:9]1[CH:10]=[CH:11][C:12]([CH3:39])=[C:13]([NH:15][C:16]([C:18]2[C:19](=[O:38])[NH:20][C:21]3[C:26]([CH:27]=2)=[CH:25][C:24]([OH:28])=[C:23]([O:36][CH3:37])[CH:22]=3)=[O:17])[CH:14]=1)=[O:8]. (8) Given the reactants [CH:1](NC(C)C)([CH3:3])[CH3:2].[Li]CCCC.[F:13][C:14]1[CH:19]=[C:18]([CH3:20])[CH:17]=[CH:16][N:15]=1.[F:21]C1C=CC(C(N(OC)C)=O)=CC=1.[Na+].[Cl-].[CH2:36]1[CH2:40][O:39][CH2:38][CH2:37]1, predict the reaction product. The product is: [F:21][C:18]1([CH2:20][C:38]([C:37]2[CH:36]=[CH:40][CH:3]=[CH:1][CH:2]=2)=[O:39])[CH:17]=[CH:16][N:15]=[C:14]([F:13])[CH2:19]1. (9) Given the reactants [CH2:1]1[C:6]2[NH:7][C:8]3[C:13]([C:5]=2[CH2:4][CH:3]([C:14]([O:16][CH3:17])=[O:15])[NH:2]1)=[CH:12][CH:11]=[CH:10][CH:9]=3.[C:18]([Cl:26])(=O)[C:19]1C=CC=C[CH:20]=1.C(N(CC)CC)C.[CH2:34]1[CH2:38][O:37][CH2:36][CH2:35]1, predict the reaction product. The product is: [Cl:26][C:18]1[CH:36]=[CH:35][C:34]([C:38]([N:2]2[CH:3]([C:14]([O:16][CH3:17])=[O:15])[CH2:4][C:5]3[C:13]4[C:8](=[CH:9][CH:10]=[CH:11][CH:12]=4)[NH:7][C:6]=3[CH2:1]2)=[O:37])=[CH:20][CH:19]=1. (10) The product is: [NH2:26][C:20]1[C:21]([NH:25][S:40]([CH2:38][CH3:39])(=[O:42])=[O:41])=[C:22]([NH2:24])[N:23]=[C:18]([C:11]2[C:12]3[C:17](=[CH:16][CH:15]=[CH:14][CH:13]=3)[N:9]([CH2:8][C:7]3[C:6]([F:30])=[CH:5][C:4]([O:3][CH2:1][CH3:2])=[CH:28][C:27]=3[F:29])[N:10]=2)[N:19]=1. Given the reactants [CH2:1]([O:3][C:4]1[CH:28]=[C:27]([F:29])[C:7]([CH2:8][N:9]2[C:17]3[C:12](=[CH:13][CH:14]=[CH:15][CH:16]=3)[C:11]([C:18]3[N:23]=[C:22]([NH2:24])[C:21]([NH2:25])=[C:20]([NH2:26])[N:19]=3)=[N:10]2)=[C:6]([F:30])[CH:5]=1)[CH3:2].C(N(CC)CC)C.[CH2:38]([S:40](Cl)(=[O:42])=[O:41])[CH3:39].Cl, predict the reaction product.